Regression/Classification. Given a drug SMILES string, predict its absorption, distribution, metabolism, or excretion properties. Task type varies by dataset: regression for continuous measurements (e.g., permeability, clearance, half-life) or binary classification for categorical outcomes (e.g., BBB penetration, CYP inhibition). Dataset: cyp2d6_veith. From a dataset of CYP2D6 inhibition data for predicting drug metabolism from PubChem BioAssay. (1) The drug is Cc1c(C(=O)O)nc(/C=C\C(=O)O)[nH]c1=O. The result is 0 (non-inhibitor). (2) The result is 0 (non-inhibitor). The drug is NCC(=O)Nc1ccc(Cl)cc1C(=O)c1ccc[nH]1.